This data is from Reaction yield outcomes from USPTO patents with 853,638 reactions. The task is: Predict the reaction yield, written as a fraction of the theoretical maximum amount of product (1.0 means a 100% yield; for example, 0.34 means a 34% yield). (1) The reactants are C([S:8][C:9]1[CH:10]=[C:11]2[C:16](=[CH:17][CH:18]=1)[CH:15]=[N:14][C:13]([Cl:19])=[CH:12]2)C1C=CC=CC=1.ClN1C(C)(C)C(=[O:28])N(Cl)C1=O.[F:31][C:32]1[C:37]([F:38])=[C:36]([F:39])[C:35]([F:40])=[C:34]([F:41])[C:33]=1[OH:42].C(N(CC)CC)C.[OH2:50]. The catalyst is CCOC(C)=O.C(O)(=O)C.C(#N)C. The product is [Cl:19][C:13]1[N:14]=[CH:15][C:16]2[C:11]([CH:12]=1)=[CH:10][C:9]([S:8]([O:42][C:33]1[C:32]([F:31])=[C:37]([F:38])[C:36]([F:39])=[C:35]([F:40])[C:34]=1[F:41])(=[O:28])=[O:50])=[CH:18][CH:17]=2. The yield is 0.870. (2) The product is [CH3:22][C:14]1[C:15]([C:18]([O:20][CH3:21])=[O:19])=[CH:16][S:17][C:13]=1[C@@H:11]([CH:8]1[CH2:9][CH2:10][C:5](=[O:4])[CH2:6][CH2:7]1)[CH3:12]. The yield is 0.960. The catalyst is C1COCC1. The reactants are O1[C:5]2([CH2:10][CH2:9][CH:8]([C@H:11]([C:13]3[S:17][CH:16]=[C:15]([C:18]([O:20][CH3:21])=[O:19])[C:14]=3[CH3:22])[CH3:12])[CH2:7][CH2:6]2)[O:4]CC1.Cl. (3) The reactants are [OH:1][CH2:2][C@@:3]([C:6]1[CH:25]=[CH:24][C:9]([C:10]([NH:12][C:13]2[N:18]=[CH:17][C:16]3[CH:19]=[CH:20][N:21]([CH2:22][CH3:23])[C:15]=3[CH:14]=2)=[O:11])=[CH:8][CH:7]=1)([OH:5])[CH3:4].[Br:26]N1C(=O)CCC1=O. The catalyst is ClCCl. The product is [Br:26][C:19]1[C:16]2[CH:17]=[N:18][C:13]([NH:12][C:10](=[O:11])[C:9]3[CH:24]=[CH:25][C:6]([C@:3]([OH:5])([CH3:4])[CH2:2][OH:1])=[CH:7][CH:8]=3)=[CH:14][C:15]=2[N:21]([CH2:22][CH3:23])[CH:20]=1. The yield is 0.0700. (4) The reactants are [F:1][C:2]1[C:3]([O:20][CH3:21])=[C:4]([C:8]([CH3:19])([CH3:18])[CH2:9][C:10]([OH:17])([C:13]([F:16])([F:15])[F:14])[CH:11]=O)[CH:5]=[CH:6][CH:7]=1.[CH3:22][C:23]1[C:24]([NH2:32])=[C:25]2[C:29](=[CH:30][CH:31]=1)[NH:28][N:27]=[CH:26]2.C1(C)C(C)=CC=CC=1.[Cl-].[Na+]. The catalyst is C(OCC)(=O)C. The product is [F:16][C:13]([F:14])([F:15])[C:10]([CH:11]=[N:32][C:24]1[C:23]([CH3:22])=[CH:31][CH:30]=[C:29]2[C:25]=1[CH:26]=[N:27][NH:28]2)([OH:17])[CH2:9][C:8]([C:4]1[CH:5]=[CH:6][CH:7]=[C:2]([F:1])[C:3]=1[O:20][CH3:21])([CH3:19])[CH3:18]. The yield is 0.790. (5) The reactants are [CH2:1]([NH:8][C:9]([N:11]1[CH2:16][CH2:15][C:14](=[O:17])[N:13]2[C@@H:18]([CH2:35][C:36]3[CH:41]=[CH:40][C:39]([OH:42])=[CH:38][CH:37]=3)[C:19](=[O:34])[N:20]([CH2:23][C:24]3[C:33]4[C:28](=[CH:29][CH:30]=[CH:31][CH:32]=4)[CH:27]=[CH:26][CH:25]=3)[C@@H:21]([CH3:22])[CH:12]12)=[O:10])[C:2]1[CH:7]=[CH:6][CH:5]=[CH:4][CH:3]=1.[C:43](OC(=O)C)(=[O:45])[CH3:44]. The catalyst is N1C=CC=CC=1.C(OCC)(=O)C. The product is [C:43]([O:42][C:39]1[CH:40]=[CH:41][C:36]([CH2:35][C@@H:18]2[N:13]3[C:14](=[O:17])[CH2:15][CH2:16][N:11]([C:9](=[O:10])[NH:8][CH2:1][C:2]4[CH:7]=[CH:6][CH:5]=[CH:4][CH:3]=4)[CH:12]3[C@H:21]([CH3:22])[N:20]([CH2:23][C:24]3[C:33]4[C:28](=[CH:29][CH:30]=[CH:31][CH:32]=4)[CH:27]=[CH:26][CH:25]=3)[C:19]2=[O:34])=[CH:37][CH:38]=1)(=[O:45])[CH3:44]. The yield is 0.610. (6) The reactants are [Cl:1][C:2]1[CH:43]=[CH:42][C:5]([CH2:6][N:7]2[C:15]3[C:14](=[O:16])[N:13]([CH2:17][CH2:18][CH2:19][O:20][CH:21]4[CH2:26][CH2:25][CH2:24][CH2:23][O:22]4)[C:12](=[O:27])[N:11]([CH3:28])[C:10]=3[N:9]=[C:8]2[S:29][CH2:30][C:31]2[CH:36]=[CH:35][CH:34]=[C:33]([O:37][C:38]([F:41])([F:40])[F:39])[CH:32]=2)=[CH:4][CH:3]=1.[OH:44]OS([O-])=O.[K+]. The catalyst is C1COCC1.O. The product is [Cl:1][C:2]1[CH:43]=[CH:42][C:5]([CH2:6][N:7]2[C:15]3[C:14](=[O:16])[N:13]([CH2:17][CH2:18][CH2:19][O:20][CH:21]4[CH2:26][CH2:25][CH2:24][CH2:23][O:22]4)[C:12](=[O:27])[N:11]([CH3:28])[C:10]=3[N:9]=[C:8]2[S:29]([CH2:30][C:31]2[CH:36]=[CH:35][CH:34]=[C:33]([O:37][C:38]([F:41])([F:40])[F:39])[CH:32]=2)=[O:44])=[CH:4][CH:3]=1. The yield is 0.976. (7) The reactants are [CH2:1]([Li])CCC.[C:6]1([CH:12]([C:15]2[CH:20]=[CH:19][CH:18]=[CH:17][CH:16]=2)[CH:13]=O)[CH:11]=[CH:10][CH:9]=[CH:8][CH:7]=1.C(OCC)C. The catalyst is [Br-].C[P+](C1C=CC=CC=1)(C1C=CC=CC=1)C1C=CC=CC=1.C1COCC1. The product is [C:6]1([CH:12]([C:15]2[CH:20]=[CH:19][CH:18]=[CH:17][CH:16]=2)[CH:13]=[CH2:1])[CH:11]=[CH:10][CH:9]=[CH:8][CH:7]=1. The yield is 0.460.